This data is from Forward reaction prediction with 1.9M reactions from USPTO patents (1976-2016). The task is: Predict the product of the given reaction. (1) Given the reactants [F:1][CH:2]([F:37])[C:3]1[N:7]([C:8]2[N:13]=[C:12]([N:14]3[CH2:19][CH2:18][O:17][CH2:16][CH2:15]3)[N:11]=[C:10]([N:20]3[CH2:25][CH2:24][N:23]([S:26]([CH:29]=[CH2:30])(=[O:28])=[O:27])[CH2:22][CH2:21]3)[N:9]=2)[C:6]2[CH:31]=[CH:32][CH:33]=[C:34]([O:35][CH3:36])[C:5]=2[N:4]=1.[OH:38][CH2:39][CH2:40][N:41]1[CH2:46][CH2:45][NH:44][CH2:43][CH2:42]1, predict the reaction product. The product is: [F:37][CH:2]([F:1])[C:3]1[N:7]([C:8]2[N:13]=[C:12]([N:14]3[CH2:15][CH2:16][O:17][CH2:18][CH2:19]3)[N:11]=[C:10]([N:20]3[CH2:21][CH2:22][N:23]([S:26]([CH2:29][CH2:30][N:44]4[CH2:45][CH2:46][N:41]([CH2:40][CH2:39][OH:38])[CH2:42][CH2:43]4)(=[O:28])=[O:27])[CH2:24][CH2:25]3)[N:9]=2)[C:6]2[CH:31]=[CH:32][CH:33]=[C:34]([O:35][CH3:36])[C:5]=2[N:4]=1. (2) Given the reactants [F:1][C:2]1[CH:7]=[C:6]([S:8][C:9]2[CH:14]=[CH:13][C:12]([O:15][CH3:16])=[CH:11][CH:10]=2)[CH:5]=[CH:4][C:3]=1[C:17]1[CH:22]=[CH:21][C:20]([CH2:23][CH2:24][C:25]2([NH:33]C(=O)C)[CH2:30][O:29]C(C)(C)[O:27][CH2:26]2)=[CH:19][CH:18]=1.[ClH:37], predict the reaction product. The product is: [ClH:37].[NH2:33][C:25]([CH2:24][CH2:23][C:20]1[CH:19]=[CH:18][C:17]([C:3]2[CH:4]=[CH:5][C:6]([S:8][C:9]3[CH:10]=[CH:11][C:12]([O:15][CH3:16])=[CH:13][CH:14]=3)=[CH:7][C:2]=2[F:1])=[CH:22][CH:21]=1)([CH2:30][OH:29])[CH2:26][OH:27]. (3) The product is: [CH2:1]([N:8]1[C:17]2[C:12](=[C:13]([C:23]3[C:24]([CH3:29])=[CH:25][C:26]([CH3:28])=[CH:27][C:22]=3[CH3:33])[CH:14]=[CH:15][CH:16]=2)[C:11](=[O:19])[C:10]([CH2:20][OH:21])=[N:9]1)[C:2]1[CH:7]=[CH:6][CH:5]=[CH:4][CH:3]=1. Given the reactants [CH2:1]([N:8]1[C:17]2[C:12](=[C:13](Cl)[CH:14]=[CH:15][CH:16]=2)[C:11](=[O:19])[C:10]([CH2:20][OH:21])=[N:9]1)[C:2]1[CH:7]=[CH:6][CH:5]=[CH:4][CH:3]=1.[C:22]1([CH3:33])[CH:27]=[C:26]([CH3:28])[CH:25]=[C:24]([CH3:29])[C:23]=1B(O)O.P([O-])([O-])([O-])=O.[K+].[K+].[K+], predict the reaction product. (4) Given the reactants [CH3:1][S:2][C:3]1[CH:11]=[CH:10][C:9]([N:12]2[CH:16]=[N:15][N:14]=[N:13]2)=[CH:8][C:4]=1[C:5]([OH:7])=[O:6].N1C=CC=CC=1.[Br-].[Br-].[Br-].C1([N+](C)(C)C)C=CC=CC=1.C1([N+](C)(C)C)C=CC=CC=1.C1([N+](C)(C)C)C=CC=CC=1.S(=O)(O)[O-:57].[Na+], predict the reaction product. The product is: [CH3:1][S:2]([C:3]1[CH:11]=[CH:10][C:9]([N:12]2[CH:16]=[N:15][N:14]=[N:13]2)=[CH:8][C:4]=1[C:5]([OH:7])=[O:6])=[O:57]. (5) The product is: [F:1][C:2]1[C:3]([CH3:10])=[C:4]([CH:5]=[N:41][C:15]([O:14][Si:21]([CH3:23])([CH3:22])[CH3:20])=[CH2:16])[CH:7]=[CH:8][CH:9]=1. Given the reactants [F:1][C:2]1[C:3]([CH3:10])=[C:4]([CH:7]=[CH:8][CH:9]=1)[CH:5]=O.ClC1C=[C:14](C=CC=1)[CH:15]=[O:16].[CH3:20][Si:21](N[Si:21]([CH3:23])([CH3:22])[CH3:20])([CH3:23])[CH3:22].C([Li])CCC.C[Si](Cl)(C)C.C([N:41](CC)CC)C.C(Cl)(=O)C, predict the reaction product. (6) The product is: [Si:15]([O:22][C@H:23]([C@H:25]([N:38]1[CH:37]=[N:36][C:35]2[C:39]1=[N:40][CH:41]=[N:42][C:34]=2[Cl:33])[CH2:26][CH2:27][CH2:28][CH2:29][CH2:30][CH3:31])[CH3:24])([C:18]([CH3:21])([CH3:20])[CH3:19])([CH3:17])[CH3:16]. Given the reactants N(C(OC(C)C)=O)=NC(OC(C)C)=O.[Si:15]([O:22][C@H:23]([C@@H:25](O)[CH2:26][CH2:27][CH2:28][CH2:29][CH2:30][CH3:31])[CH3:24])([C:18]([CH3:21])([CH3:20])[CH3:19])([CH3:17])[CH3:16].[Cl:33][C:34]1[N:42]=[CH:41][N:40]=[C:39]2[C:35]=1[N:36]=[CH:37][NH:38]2.C1(P(C2C=CC=CC=2)C2C=CC=CC=2)C=CC=CC=1, predict the reaction product. (7) Given the reactants [NH2:1][N:2]1[N:11]=[C:10]([N:12]2[CH2:17][CH2:16][O:15][CH2:14][CH2:13]2)[C:9]2[C:4](=[CH:5][CH:6]=[CH:7][CH:8]=2)[C:3]1=[O:18].[Cl:19][C:20]1[CH:25]=[CH:24][CH:23]=[CH:22][C:21]=1[CH2:26][C:27](O)=[O:28], predict the reaction product. The product is: [Cl:19][C:20]1[CH:25]=[CH:24][CH:23]=[CH:22][C:21]=1[CH2:26][C:27]([NH:1][N:2]1[N:11]=[C:10]([N:12]2[CH2:17][CH2:16][O:15][CH2:14][CH2:13]2)[C:9]2[C:4](=[CH:5][CH:6]=[CH:7][CH:8]=2)[C:3]1=[O:18])=[O:28]. (8) The product is: [CH2:19]([O:18][C:16](=[O:17])[CH:15]([CH2:14][NH:32][CH2:31][C:30]1[CH:33]=[CH:34][C:27]([F:26])=[CH:28][CH:29]=1)[CH2:21][CH:22]([CH3:23])[CH3:24])[CH3:20]. Given the reactants [H-].C([Al+]CC(C)C)C(C)C.C(O[C:14](=O)[CH:15]([CH2:21][CH:22]([CH3:24])[CH3:23])[C:16]([O:18][CH2:19][CH3:20])=[O:17])C.[F:26][C:27]1[CH:34]=[CH:33][C:30]([CH2:31][NH2:32])=[CH:29][CH:28]=1.C([BH3-])#N.[Na+], predict the reaction product. (9) Given the reactants Cl[CH2:2][C:3]([NH:5][C:6]1[CH:11]=[CH:10][CH:9]=[CH:8][CH:7]=1)=[O:4].C([O-])([O-])=O.[K+].[K+].[C:18]1([CH:25]=[CH:24][C:22]([OH:23])=[CH:21][CH:20]=1)[OH:19], predict the reaction product. The product is: [OH:19][C:18]1[CH:25]=[CH:24][C:22]([O:23][CH2:2][C:3]([NH:5][C:6]2[CH:11]=[CH:10][CH:9]=[CH:8][CH:7]=2)=[O:4])=[CH:21][CH:20]=1. (10) Given the reactants [CH:1]1([S:4]([N:7]2[C:15]3[CH:14]=[CH:13][C:12]([C:16]([N:18]4[CH2:23][CH2:22][CH:21]([CH3:24])[CH2:20][CH2:19]4)=[O:17])=[CH:11][C:10]=3[C:9]3[CH2:25][N:26](C(OC(C)(C)C)=O)[CH2:27][CH2:28][C:8]2=3)(=[O:6])=[O:5])[CH2:3][CH2:2]1.Cl, predict the reaction product. The product is: [CH:1]1([S:4]([N:7]2[C:15]3[CH:14]=[CH:13][C:12]([C:16]([N:18]4[CH2:23][CH2:22][CH:21]([CH3:24])[CH2:20][CH2:19]4)=[O:17])=[CH:11][C:10]=3[C:9]3[CH2:25][NH:26][CH2:27][CH2:28][C:8]2=3)(=[O:6])=[O:5])[CH2:2][CH2:3]1.